This data is from M1 muscarinic receptor antagonist screen with 61,756 compounds. The task is: Binary Classification. Given a drug SMILES string, predict its activity (active/inactive) in a high-throughput screening assay against a specified biological target. (1) The drug is Fc1cc(C2NC(C3C2C(=O)N(C3=O)C)(CC)C(OC)=O)ccc1. The result is 0 (inactive). (2) The compound is s1c(c(n2c1nc(c2)c1ccccc1)C)C(=O)NCCN(CC)CC. The result is 1 (active).